This data is from Reaction yield outcomes from USPTO patents with 853,638 reactions. The task is: Predict the reaction yield, written as a fraction of the theoretical maximum amount of product (1.0 means a 100% yield; for example, 0.34 means a 34% yield). (1) The reactants are [C:1]([O:9][CH2:10][CH3:11])(=[O:8])[CH2:2][C:3]([O:5][CH2:6][CH3:7])=[O:4].[Cl:12][C:13]1[CH:20]=[C:19]([Cl:21])[CH:18]=[CH:17][C:14]=1[CH:15]=O. The catalyst is C1(C)C=CC=CC=1.N1CCCCC1.C(O)(=O)C. The product is [Cl:12][C:13]1[CH:20]=[C:19]([Cl:21])[CH:18]=[CH:17][C:14]=1[CH:15]=[C:2]([C:3]([O:5][CH2:6][CH3:7])=[O:4])[C:1]([O:9][CH2:10][CH3:11])=[O:8]. The yield is 0.970. (2) The reactants are [CH:1]1[C:2](=O)[CH2:3][CH:4]2[C:9]=1[CH2:8][CH2:7][CH2:6][CH2:5]2.C(OCC)C.[CH3:16][Li:17].[Cl-].[NH4+].CCCCCC.C([Li])CCC. The catalyst is C1(C)C=CC=CC=1.O1CCCC1. The product is [CH3:1][CH:2]1[CH2:3][CH:4]2[C:5](=[CH:6][CH:7]=[CH:8][CH2:9]2)[CH:16]1[Li:17]. The yield is 0.680. (3) The reactants are [F:1][C:2]([F:15])([F:14])[S:3]([O:6]S(C(F)(F)F)(=O)=O)(=[O:5])=[O:4].[C:16]([Si:20]([CH3:50])([CH3:49])[O:21][CH:22]([C:45]([CH3:48])([CH3:47])[CH3:46])[CH2:23][CH2:24][C:25]1[CH:30]=[CH:29][C:28]([C:31]([C:36]2[CH:41]=[CH:40][C:39](O)=[C:38]([CH3:43])[CH:37]=2)([CH2:34][CH3:35])[CH2:32][CH3:33])=[CH:27][C:26]=1[CH3:44])([CH3:19])([CH3:18])[CH3:17].N1C=CC=CC=1.[Cl-].[NH4+]. The catalyst is ClCCl.CCCCCC.C(OCC)(=O)C. The product is [C:16]([Si:20]([CH3:50])([CH3:49])[O:21][CH:22]([C:45]([CH3:48])([CH3:47])[CH3:46])[CH2:23][CH2:24][C:25]1[CH:30]=[CH:29][C:28]([C:31]([C:36]2[CH:41]=[CH:40][C:39]([O:6][S:3]([C:2]([F:15])([F:14])[F:1])(=[O:5])=[O:4])=[C:38]([CH3:43])[CH:37]=2)([CH2:32][CH3:33])[CH2:34][CH3:35])=[CH:27][C:26]=1[CH3:44])([CH3:17])([CH3:19])[CH3:18]. The yield is 0.880. (4) The reactants are [CH2:1]([O:3][C:4]([C:6]1[C:7](=[O:18])[NH:8][N:9]=[C:10]([C:13]2[S:14][CH:15]=[CH:16][CH:17]=2)[C:11]=1[OH:12])=[O:5])[CH3:2].[H-].[Na+].[F:21][C:22]([F:39])([F:38])[C:23]1([CH2:26]OS(C2C=CC(C)=CC=2)(=O)=O)[CH2:25][CH2:24]1. The catalyst is CN(C)C=O.C(OCC)(=O)C. The product is [CH2:1]([O:3][C:4]([C:6]1[C:7](=[O:18])[N:8]([CH2:26][C:23]2([C:22]([F:39])([F:38])[F:21])[CH2:25][CH2:24]2)[N:9]=[C:10]([C:13]2[S:14][CH:15]=[CH:16][CH:17]=2)[C:11]=1[OH:12])=[O:5])[CH3:2]. The yield is 0.350. (5) The reactants are C([O:3][C:4](=[O:27])[CH2:5][C:6]1([CH2:24][CH2:25][CH3:26])[C:11]2[NH:12][C:13]3[C:18]([C:10]=2[CH2:9][CH2:8][O:7]1)=[C:17]([C:19](=[O:22])[NH:20][CH3:21])[CH:16]=[CH:15][C:14]=3[CH3:23])C.[OH-].[Na+]. The catalyst is C1COCC1.CO. The product is [CH3:23][C:14]1[CH:15]=[CH:16][C:17]([C:19](=[O:22])[NH:20][CH3:21])=[C:18]2[C:13]=1[NH:12][C:11]1[C:6]([CH2:5][C:4]([OH:27])=[O:3])([CH2:24][CH2:25][CH3:26])[O:7][CH2:8][CH2:9][C:10]2=1. The yield is 0.840. (6) The reactants are [Cl:1][C:2]1[CH:3]=[C:4]([C:9]([CH3:27])([CH2:13][CH2:14][N:15]2[CH2:20][CH2:19][CH:18]([N:21]3[CH2:25][CH2:24][CH2:23][C:22]3=[O:26])[CH2:17][CH2:16]2)[C:10](O)=[O:11])[CH:5]=[CH:6][C:7]=1[Cl:8].[F:28][C:29]1[CH:34]=[CH:33][C:32]([CH:35]([NH2:37])[CH3:36])=[CH:31][C:30]=1[C:38]([F:41])([F:40])[F:39].Cl.CN(C(ON1N=NC2C=CC=NC1=2)=[N+](C)C)C.F[P-](F)(F)(F)(F)F.CCN(C(C)C)C(C)C. The catalyst is CN(C=O)C. The product is [Cl:1][C:2]1[CH:3]=[C:4]([C:9]([CH3:27])([CH2:13][CH2:14][N:15]2[CH2:20][CH2:19][CH:18]([N:21]3[CH2:25][CH2:24][CH2:23][C:22]3=[O:26])[CH2:17][CH2:16]2)[C:10]([NH:37][CH:35]([C:32]2[CH:33]=[CH:34][C:29]([F:28])=[C:30]([C:38]([F:41])([F:39])[F:40])[CH:31]=2)[CH3:36])=[O:11])[CH:5]=[CH:6][C:7]=1[Cl:8]. The yield is 0.590. (7) The reactants are [CH:1]([O:4][C:5]1[NH:9][N:8]=[C:7]([NH2:10])[CH:6]=1)([CH3:3])[CH3:2].[Cl:11][C:12]1[N:19]=[C:18](Cl)[C:17]([F:21])=[CH:16][C:13]=1[C:14]#[N:15].C(N(CC)CC)C. The catalyst is C1COCC1. The product is [Cl:11][C:12]1[N:19]=[C:18]([NH:10][C:7]2[CH:6]=[C:5]([O:4][CH:1]([CH3:3])[CH3:2])[NH:9][N:8]=2)[C:17]([F:21])=[CH:16][C:13]=1[C:14]#[N:15]. The yield is 0.500.